This data is from Reaction yield outcomes from USPTO patents with 853,638 reactions. The task is: Predict the reaction yield, written as a fraction of the theoretical maximum amount of product (1.0 means a 100% yield; for example, 0.34 means a 34% yield). (1) The reactants are Cl[C:2]1[N:7]=[C:6]([Cl:8])[N:5]=[C:4]([NH:9][C:10]2[CH:15]=[CH:14][C:13]([O:16][C:17]([F:20])([F:19])[F:18])=[CH:12][CH:11]=2)[N:3]=1.[NH:21]1[CH2:26][CH2:25][O:24][CH2:23][CH2:22]1. The catalyst is O1CCOCC1.O. The product is [Cl:8][C:6]1[N:7]=[C:2]([N:21]2[CH2:26][CH2:25][O:24][CH2:23][CH2:22]2)[N:3]=[C:4]([NH:9][C:10]2[CH:15]=[CH:14][C:13]([O:16][C:17]([F:20])([F:19])[F:18])=[CH:12][CH:11]=2)[N:5]=1. The yield is 0.980. (2) The reactants are CS[C:3]1[CH:8]=[CH:7][CH:6]=[CH:5][C:4]=1[C:9]1[NH:13][CH:12]=[C:11]([CH:14]=[O:15])[CH:10]=1.Cl[C:17]1C=CC=C(C(OO)=O)C=1.[S:27]([O-:31])([O-])(=[O:29])=S.[Na+].[Na+]. The catalyst is C(OCC)(=O)C. The product is [CH3:17][S:27]([C:3]1[CH:8]=[CH:7][CH:6]=[CH:5][C:4]=1[C:9]1[NH:13][CH:12]=[C:11]([CH:14]=[O:15])[CH:10]=1)(=[O:31])=[O:29]. The yield is 0.780. (3) The reactants are [F:1][C:2]1[CH:7]=[CH:6][CH:5]=[CH:4][C:3]=1[C:8]1[CH:16]=[CH:15][CH:14]=[C:13]2[C:9]=1[CH2:10][C:11](=[O:17])[NH:12]2.[CH3:18][C:19]1[C:23]([C:24]([N:26]2[CH2:31][CH2:30][N:29]([CH3:32])[CH2:28][CH2:27]2)=[O:25])=[C:22]([CH3:33])[NH:21][C:20]=1[CH:34]=O. The catalyst is C(O)C.N1CCCCC1. The product is [CH3:18][C:19]1[C:23]([C:24]([N:26]2[CH2:27][CH2:28][N:29]([CH3:32])[CH2:30][CH2:31]2)=[O:25])=[C:22]([CH3:33])[NH:21][C:20]=1[CH:34]=[C:10]1[C:9]2[C:13](=[CH:14][CH:15]=[CH:16][C:8]=2[C:3]2[CH:4]=[CH:5][CH:6]=[CH:7][C:2]=2[F:1])[NH:12][C:11]1=[O:17]. The yield is 0.520. (4) The reactants are [Cl:1][C:2]1[CH:36]=[CH:35][C:5]([CH2:6][CH2:7][NH:8][C:9]([C:11]2[CH:34]=[CH:33][C:14]([O:15][C:16]3[CH:21]=[CH:20][C:19]([CH2:22][C:23]([O:25]CC)=[O:24])=[CH:18][C:17]=3[C:28]3[S:29][CH:30]=[CH:31][CH:32]=3)=[CH:13][CH:12]=2)=[O:10])=[CH:4][CH:3]=1.[OH-].[Na+].O. The catalyst is O1CCOCC1.C(OCC)(=O)C.Cl. The product is [Cl:1][C:2]1[CH:3]=[CH:4][C:5]([CH2:6][CH2:7][NH:8][C:9]([C:11]2[CH:34]=[CH:33][C:14]([O:15][C:16]3[CH:21]=[CH:20][C:19]([CH2:22][C:23]([OH:25])=[O:24])=[CH:18][C:17]=3[C:28]3[S:29][CH:30]=[CH:31][CH:32]=3)=[CH:13][CH:12]=2)=[O:10])=[CH:35][CH:36]=1. The yield is 0.370. (5) The reactants are C(O)(=O)C.[NH:5]1[CH2:10][CH2:9][NH:8][CH2:7][CH2:6]1.[CH2:11]([N:18]1[C:22]2[C:23](=[O:34])[N:24]([CH2:27][C:28]3[CH:33]=[CH:32][CH:31]=[CH:30][CH:29]=3)[CH:25]=[CH:26][C:21]=2[N:20]=[C:19]1S(C)(=O)=O)[C:12]1[CH:17]=[CH:16][CH:15]=[CH:14][CH:13]=1.N. The catalyst is O. The product is [CH2:11]([N:18]1[C:22]2[C:23](=[O:34])[N:24]([CH2:27][C:28]3[CH:29]=[CH:30][CH:31]=[CH:32][CH:33]=3)[CH:25]=[CH:26][C:21]=2[N:20]=[C:19]1[N:5]1[CH2:10][CH2:9][NH:8][CH2:7][CH2:6]1)[C:12]1[CH:17]=[CH:16][CH:15]=[CH:14][CH:13]=1. The yield is 0.0550. (6) The reactants are [C:1]([O:5][C:6](=[O:13])[N:7]([CH2:9][CH2:10][CH2:11][NH2:12])[CH3:8])([CH3:4])([CH3:3])[CH3:2].C(=O)([O-])[O-].[Na+].[Na+].Cl[C:21]([O:23][CH2:24][CH:25]1[C:37]2[CH:36]=[CH:35][CH:34]=[CH:33][C:32]=2[C:31]2[C:26]1=[CH:27][CH:28]=[CH:29][CH:30]=2)=[O:22]. The catalyst is O.O1CCOCC1. The product is [C:1]([O:5][C:6](=[O:13])[N:7]([CH2:9][CH2:10][CH2:11][NH:12][C:21]([O:23][CH2:24][CH:25]1[C:26]2[CH:27]=[CH:28][CH:29]=[CH:30][C:31]=2[C:32]2[C:37]1=[CH:36][CH:35]=[CH:34][CH:33]=2)=[O:22])[CH3:8])([CH3:4])([CH3:2])[CH3:3]. The yield is 0.770. (7) The reactants are Br[C:2]1[N:7]=[C:6]([NH2:8])[CH:5]=[CH:4][CH:3]=1.[F:9][C:10]1[CH:31]=[CH:30][C:13]([O:14][C:15]2[CH:20]=[CH:19][C:18](B3OC(C)(C)C(C)(C)O3)=[CH:17][CH:16]=2)=[CH:12][CH:11]=1.C([O-])([O-])=O.[Na+].[Na+]. The catalyst is O1CCOCC1.C1C=CC(P(C2C=CC=CC=2)[C-]2C=CC=C2)=CC=1.C1C=CC(P(C2C=CC=CC=2)[C-]2C=CC=C2)=CC=1.Cl[Pd]Cl.[Fe+2]. The product is [F:9][C:10]1[CH:31]=[CH:30][C:13]([O:14][C:15]2[CH:20]=[CH:19][C:18]([C:2]3[N:7]=[C:6]([NH2:8])[CH:5]=[CH:4][CH:3]=3)=[CH:17][CH:16]=2)=[CH:12][CH:11]=1. The yield is 0.850. (8) The reactants are [CH3:1][N:2]1[CH:6]=[C:5]([N+:7]([O-:9])=[O:8])[CH:4]=[C:3]1[C:10](Cl)=[O:11].[N:13]1([CH2:19][CH2:20][NH2:21])[CH2:18][CH2:17][O:16][CH2:15][CH2:14]1.CCN(CC)CC. The catalyst is C(Cl)Cl. The product is [CH3:1][N:2]1[CH:6]=[C:5]([N+:7]([O-:9])=[O:8])[CH:4]=[C:3]1[C:10]([NH:21][CH2:20][CH2:19][N:13]1[CH2:18][CH2:17][O:16][CH2:15][CH2:14]1)=[O:11]. The yield is 0.880.